Dataset: Catalyst prediction with 721,799 reactions and 888 catalyst types from USPTO. Task: Predict which catalyst facilitates the given reaction. (1) Reactant: [NH:1]1[CH2:6][CH2:5][O:4][CH2:3][CH2:2]1.Br[CH2:8][CH2:9][CH2:10][CH2:11][CH2:12][CH2:13][OH:14].C(O)C.C(=O)([O-])[O-].[K+].[K+]. Product: [OH:14][CH2:13][CH2:12][CH2:11][CH2:10][CH2:9][CH2:8][N:1]1[CH2:6][CH2:5][O:4][CH2:3][CH2:2]1. The catalyst class is: 13. (2) Reactant: [CH3:1][C:2]([CH3:16])([CH3:15])[CH2:3][CH:4]([C:10]([O:12]CC)=[O:11])[C:5]([O:7]CC)=[O:6].CO.[OH-].[K+].C1(C)C=CC=CC=1. The catalyst class is: 6. Product: [CH3:1][C:2]([CH3:16])([CH3:15])[CH2:3][CH:4]([C:5]([OH:7])=[O:6])[C:10]([OH:12])=[O:11].